From a dataset of Peptide-MHC class I binding affinity with 185,985 pairs from IEDB/IMGT. Regression. Given a peptide amino acid sequence and an MHC pseudo amino acid sequence, predict their binding affinity value. This is MHC class I binding data. (1) The peptide sequence is IRHVYHNLK. The binding affinity (normalized) is 0.0847. The MHC is HLA-B46:01 with pseudo-sequence HLA-B46:01. (2) The peptide sequence is VVTVLWALY. The MHC is HLA-B39:01 with pseudo-sequence HLA-B39:01. The binding affinity (normalized) is 0.0847. (3) The MHC is Mamu-A20102 with pseudo-sequence Mamu-A20102. The peptide sequence is IRMFKILPL. The binding affinity (normalized) is 0.499. (4) The peptide sequence is RPAPATGAL. The binding affinity (normalized) is 0.0847. The MHC is HLA-B15:17 with pseudo-sequence HLA-B15:17. (5) The peptide sequence is RVIDPRRCLK. The MHC is HLA-A31:01 with pseudo-sequence HLA-A31:01. The binding affinity (normalized) is 1.00. (6) The peptide sequence is ISDPLTSGL. The MHC is HLA-B08:01 with pseudo-sequence HLA-B08:01. The binding affinity (normalized) is 0.0847. (7) The peptide sequence is SANMDWRSLT. The MHC is HLA-A02:02 with pseudo-sequence HLA-A02:02. The binding affinity (normalized) is 0.308.